This data is from Catalyst prediction with 721,799 reactions and 888 catalyst types from USPTO. The task is: Predict which catalyst facilitates the given reaction. (1) Reactant: FC(F)(F)C(O)=O.[CH3:8][CH2:9][CH:10]([NH:13][C:14]([C:16]1[C:36]2[C:31](=[CH:32][CH:33]=[CH:34][CH:35]=2)[C:18]2([CH2:23][CH2:22][N:21](C(OC(C)(C)C)=O)[CH2:20][CH2:19]2)[CH:17]=1)=[O:15])[CH2:11][CH3:12]. Product: [CH3:12][CH2:11][CH:10]([NH:13][C:14]([C:16]1[C:36]2[C:31](=[CH:32][CH:33]=[CH:34][CH:35]=2)[C:18]2([CH2:19][CH2:20][NH:21][CH2:22][CH2:23]2)[CH:17]=1)=[O:15])[CH2:9][CH3:8]. The catalyst class is: 4. (2) Reactant: [CH3:1][O:2][CH2:3][C@@H:4]([NH:6][C:7]([C:9]1[C:17]2[C:12](=[N:13][CH:14]=[C:15]([C:18]3[N:19]=[CH:20][N:21]4[CH:26]=[C:25]([F:27])[CH:24]=[C:23]([F:28])[C:22]=34)[N:16]=2)[N:11](COCC[Si](C)(C)C)[CH:10]=1)=[O:8])[CH3:5].FC(F)(F)C(O)=O.C(N)CN. Product: [CH3:1][O:2][CH2:3][C@@H:4]([NH:6][C:7]([C:9]1[C:17]2[C:12](=[N:13][CH:14]=[C:15]([C:18]3[N:19]=[CH:20][N:21]4[CH:26]=[C:25]([F:27])[CH:24]=[C:23]([F:28])[C:22]=34)[N:16]=2)[NH:11][CH:10]=1)=[O:8])[CH3:5]. The catalyst class is: 4.